Dataset: Forward reaction prediction with 1.9M reactions from USPTO patents (1976-2016). Task: Predict the product of the given reaction. (1) Given the reactants [I:1][C:2]1[CH:10]=[CH:9][C:5]([C:6]([OH:8])=[O:7])=[CH:4][C:3]=1[O:11][CH3:12].[C:13]([O:17]C(OC([O:17][C:13]([CH3:16])([CH3:15])[CH3:14])=O)=O)([CH3:16])([CH3:15])[CH3:14], predict the reaction product. The product is: [I:1][C:2]1[CH:10]=[CH:9][C:5]([C:6]([O:8][O:17][C:13]([CH3:16])([CH3:15])[CH3:14])=[O:7])=[CH:4][C:3]=1[O:11][CH3:12]. (2) Given the reactants [CH:1]1([C:6](=O)[CH2:7][C:8]#[N:9])[CH2:5][CH2:4][CH2:3][CH2:2]1.O.[NH2:12][NH2:13], predict the reaction product. The product is: [CH:1]1([C:6]2[NH:13][N:12]=[C:8]([NH2:9])[CH:7]=2)[CH2:5][CH2:4][CH2:3][CH2:2]1. (3) Given the reactants [Cl:1][C:2]1[N:7]=[C:6]([NH:8][C:9]2[N:14]=[CH:13][C:12]3[N:15]=[C:16]([CH3:21])[N:17]([CH:18]([CH3:20])[CH3:19])[C:11]=3[CH:10]=2)[CH:5]=[CH:4][N:3]=1.C(N(CC)CC)C.[C:29](O[C:29]([O:31][C:32]([CH3:35])([CH3:34])[CH3:33])=[O:30])([O:31][C:32]([CH3:35])([CH3:34])[CH3:33])=[O:30].ClCCl, predict the reaction product. The product is: [Cl:1][C:2]1[N:7]=[C:6]([N:8]([C:9]2[N:14]=[CH:13][C:12]3[N:15]=[C:16]([CH3:21])[N:17]([CH:18]([CH3:19])[CH3:20])[C:11]=3[CH:10]=2)[C:29](=[O:30])[O:31][C:32]([CH3:35])([CH3:34])[CH3:33])[CH:5]=[CH:4][N:3]=1. (4) Given the reactants CC(C)([O-])C.[K+].[C:7]([O:11][C:12](=[O:39])[NH:13][CH:14]1[CH2:19][CH2:18][CH:17]([CH2:20][CH:21]([OH:38])[CH:22]([C:24]2[C:33]3[C:28](=[CH:29][CH:30]=[C:31]([O:35][CH3:36])[C:32]=3[F:34])[N:27]=[CH:26][C:25]=2Cl)[OH:23])[O:16][CH2:15]1)([CH3:10])([CH3:9])[CH3:8].C(P(C(C)(C)C)C1C=CC2C(=CC=CC=2)C=1C1C2C(=CC=CC=2)C=CC=1)(C)(C)C.CCCCCC, predict the reaction product. The product is: [C:7]([O:11][C:12](=[O:39])[NH:13][C@@H:14]1[CH2:19][CH2:18][C@@H:17]([CH2:20][CH:21]2[O:38][C:25]3[CH:26]=[N:27][C:28]4[CH:29]=[CH:30][C:31]([O:35][CH3:36])=[C:32]([F:34])[C:33]=4[C:24]=3[CH:22]2[OH:23])[O:16][CH2:15]1)([CH3:10])([CH3:9])[CH3:8]. (5) Given the reactants Br[C:2]1[CH:7]=[CH:6][CH:5]=[CH:4][C:3]=1[NH:8][C:9](=[O:18])[O:10][CH2:11][C@@H:12]1[CH2:16][CH2:15][N:14]([CH3:17])[CH2:13]1.[Cl:19][C:20]1[CH:21]=[C:22](B(O)O)[CH:23]=[CH:24][C:25]=1[Cl:26].C(=O)([O-])[O-].[K+].[K+], predict the reaction product. The product is: [Cl:19][C:20]1[CH:21]=[C:22]([C:2]2[CH:7]=[CH:6][CH:5]=[CH:4][C:3]=2[NH:8][C:9](=[O:18])[O:10][CH2:11][C@@H:12]2[CH2:16][CH2:15][N:14]([CH3:17])[CH2:13]2)[CH:23]=[CH:24][C:25]=1[Cl:26].